Predict which catalyst facilitates the given reaction. From a dataset of Catalyst prediction with 721,799 reactions and 888 catalyst types from USPTO. (1) Reactant: C(N(S(F)(F)[F:7])CC)C.O[C@@H:11]1[CH2:15][CH2:14][N:13]([C:16]([O:18][CH2:19][C:20]2[CH:25]=[CH:24][CH:23]=[CH:22][CH:21]=2)=[O:17])[CH2:12]1.O.C(=O)(O)[O-].[Na+]. Product: [F:7][C@H:11]1[CH2:15][CH2:14][N:13]([C:16]([O:18][CH2:19][C:20]2[CH:25]=[CH:24][CH:23]=[CH:22][CH:21]=2)=[O:17])[CH2:12]1. The catalyst class is: 4. (2) Product: [N:1]12[CH2:8][CH2:7][CH:4]([CH2:5][CH2:6]1)[C@@H:3]([O:9][C:10](=[O:18])[C:11]([CH:19]1[CH2:23][CH2:22][CH2:21][CH2:20]1)([OH:17])[C:12]1[S:13][CH:14]=[CH:15][CH:16]=1)[CH2:2]2. The catalyst class is: 28. Reactant: [N:1]12[CH2:8][CH2:7][CH:4]([CH2:5][CH2:6]1)[C@@H:3]([O:9][C:10](=[O:18])[C:11](=[O:17])[C:12]1[S:13][CH:14]=[CH:15][CH:16]=1)[CH2:2]2.[CH:19]1([Mg]Cl)[CH2:23][CH2:22][CH2:21][CH2:20]1. (3) Reactant: [F:1][C:2]1[CH:3]=[CH:4][C:5]2[O:9][CH:8]=[C:7]([CH2:10]O)[C:6]=2[CH:12]=1.S(Cl)([Cl:15])=O. Product: [Cl:15][CH2:10][C:7]1[C:6]2[CH:12]=[C:2]([F:1])[CH:3]=[CH:4][C:5]=2[O:9][CH:8]=1. The catalyst class is: 306. (4) Reactant: [F:1][CH2:2]/[C:3](/[C:10]1[CH:15]=[CH:14][CH:13]=[CH:12][CH:11]=1)=[CH:4]\[C:5]([O:7][CH2:8][CH3:9])=[O:6]. Product: [F:1][CH2:2][CH:3]([C:10]1[CH:11]=[CH:12][CH:13]=[CH:14][CH:15]=1)[CH2:4][C:5]([O:7][CH2:8][CH3:9])=[O:6]. The catalyst class is: 153. (5) Reactant: [F:1][C:2]1[CH:7]=[CH:6][C:5]([F:8])=[CH:4][C:3]=1[C@H:9]1[CH2:13][CH2:12][CH2:11][N:10]1[C:14]1[CH:19]=[CH:18][N:17]2[N:20]=[CH:21][C:22]([NH2:23])=[C:16]2[N:15]=1.C1N=CN([C:29](N2C=NC=C2)=[O:30])C=1.[CH:36]([N:39]1[CH2:44][CH2:43][NH:42][CH2:41][CH2:40]1)([CH3:38])[CH3:37]. Product: [F:1][C:2]1[CH:7]=[CH:6][C:5]([F:8])=[CH:4][C:3]=1[C@H:9]1[CH2:13][CH2:12][CH2:11][N:10]1[C:14]1[CH:19]=[CH:18][N:17]2[N:20]=[CH:21][C:22]([NH:23][C:29]([N:42]3[CH2:43][CH2:44][N:39]([CH:36]([CH3:38])[CH3:37])[CH2:40][CH2:41]3)=[O:30])=[C:16]2[N:15]=1. The catalyst class is: 2.